Dataset: NCI-60 drug combinations with 297,098 pairs across 59 cell lines. Task: Regression. Given two drug SMILES strings and cell line genomic features, predict the synergy score measuring deviation from expected non-interaction effect. Drug 1: CCC1=C2CN3C(=CC4=C(C3=O)COC(=O)C4(CC)O)C2=NC5=C1C=C(C=C5)O. Synergy scores: CSS=42.2, Synergy_ZIP=-5.46, Synergy_Bliss=-6.81, Synergy_Loewe=-1.94, Synergy_HSA=0.463. Cell line: NCI-H522. Drug 2: CCC1(C2=C(COC1=O)C(=O)N3CC4=CC5=C(C=CC(=C5CN(C)C)O)N=C4C3=C2)O.Cl.